This data is from Forward reaction prediction with 1.9M reactions from USPTO patents (1976-2016). The task is: Predict the product of the given reaction. (1) Given the reactants [C:1](=O)([S:3][CH2:4][C:5]1[O:6][C:7]([C:10]2[CH:11]=[N:12][CH:13]=[CH:14][CH:15]=2)=[CH:8][CH:9]=1)C.C[O-].[Na+].CI.C(=O)(O)[O-].[Na+], predict the reaction product. The product is: [CH3:1][S:3][CH2:4][C:5]1[O:6][C:7]([C:10]2[CH:11]=[N:12][CH:13]=[CH:14][CH:15]=2)=[CH:8][CH:9]=1. (2) The product is: [O:29]1[CH2:34][CH2:33][CH2:32][CH2:31][CH:30]1[O:1][CH:2]([C:11]1[CH:16]=[CH:15][C:14]([CH2:17][O:18][Si:19]([CH:23]([CH3:25])[CH3:24])([CH:26]([CH3:28])[CH3:27])[CH:20]([CH3:21])[CH3:22])=[CH:13][CH:12]=1)[C:3]1[CH:4]=[C:5]([CH:8]=[CH:9][CH:10]=1)[C:6]#[N:7]. Given the reactants [OH:1][CH:2]([C:11]1[CH:16]=[CH:15][C:14]([CH2:17][O:18][Si:19]([CH:26]([CH3:28])[CH3:27])([CH:23]([CH3:25])[CH3:24])[CH:20]([CH3:22])[CH3:21])=[CH:13][CH:12]=1)[C:3]1[CH:4]=[C:5]([CH:8]=[CH:9][CH:10]=1)[C:6]#[N:7].[O:29]1[CH:34]=[CH:33][CH2:32][CH2:31][CH2:30]1.ClCCl.C1(C)C=CC(S([O-])(=O)=O)=CC=1.[NH+]1C=CC=CC=1, predict the reaction product. (3) The product is: [Cl:18][C:15]1[CH:16]=[CH:17][C:12]([C:10]2[C:9]3[C:4](=[CH:5][CH:6]=[CH:7][CH:8]=3)[C:3](=[O:19])[N:2]([NH:1][C:30](=[O:31])[CH2:29][C:25]3[CH:26]=[CH:27][CH:28]=[C:23]([O:22][C:21]([F:33])([F:20])[F:34])[CH:24]=3)[N:11]=2)=[CH:13][CH:14]=1. Given the reactants [NH2:1][N:2]1[N:11]=[C:10]([C:12]2[CH:17]=[CH:16][C:15]([Cl:18])=[CH:14][CH:13]=2)[C:9]2[C:4](=[CH:5][CH:6]=[CH:7][CH:8]=2)[C:3]1=[O:19].[F:20][C:21]([F:34])([F:33])[O:22][C:23]1[CH:24]=[C:25]([CH2:29][C:30](O)=[O:31])[CH:26]=[CH:27][CH:28]=1, predict the reaction product. (4) Given the reactants [CH2:1]([O:8][C:9]1[CH:16]=[CH:15][C:12]([CH:13]=O)=[C:11]([NH:17][CH2:18][C@@H:19]([OH:21])[CH3:20])[CH:10]=1)[C:2]1[CH:7]=[CH:6][CH:5]=[CH:4][CH:3]=1.[N:22]([O-])=O.[Na+], predict the reaction product. The product is: [CH2:1]([O:8][C:9]1[CH:10]=[C:11]2[C:12]([CH:13]=[N:22][N:17]2[CH2:18][C@@H:19]([OH:21])[CH3:20])=[CH:15][CH:16]=1)[C:2]1[CH:7]=[CH:6][CH:5]=[CH:4][CH:3]=1. (5) Given the reactants [F:1][C:2]([F:45])([F:44])[C:3]1[CH:4]=[C:5]([C:9]2[CH:10]=[CH:11][C:12]3[N:18]4[CH2:19][C@H:15]([CH2:16][CH2:17]4)[N:14]([C:20]([NH:22][C:23]4[CH:24]=[C:25]([N:29]5[CH:33]=[C:32]([CH2:34][NH:35]C(=O)OC(C)(C)C)[N:31]=[N:30]5)[CH:26]=[CH:27][CH:28]=4)=[O:21])[C:13]=3[N:43]=2)[CH:6]=[CH:7][CH:8]=1.[F:46][C:47]([F:52])([F:51])[C:48]([OH:50])=[O:49], predict the reaction product. The product is: [F:46][C:47]([F:52])([F:51])[C:48]([OH:50])=[O:49].[NH2:35][CH2:34][C:32]1[N:31]=[N:30][N:29]([C:25]2[CH:24]=[C:23]([NH:22][C:20]([N:14]3[C@@H:15]4[CH2:19][N:18]([CH2:17][CH2:16]4)[C:12]4[CH:11]=[CH:10][C:9]([C:5]5[CH:6]=[CH:7][CH:8]=[C:3]([C:2]([F:45])([F:44])[F:1])[CH:4]=5)=[N:43][C:13]3=4)=[O:21])[CH:28]=[CH:27][CH:26]=2)[CH:33]=1.